From a dataset of Forward reaction prediction with 1.9M reactions from USPTO patents (1976-2016). Predict the product of the given reaction. (1) Given the reactants [C:1]1([C@@H:7]([NH:10][CH2:11][C:12]2[CH:21]=[CH:20][C:15]([C:16]([O:18][CH3:19])=[O:17])=[CH:14][CH:13]=2)[CH2:8][CH3:9])[CH:6]=[CH:5][CH:4]=[CH:3][CH:2]=1.C(N(CC)CC)C.[Cl:29][C:30]1[CH:38]=[CH:37][C:33]([C:34](Cl)=[O:35])=[CH:32][CH:31]=1, predict the reaction product. The product is: [Cl:29][C:30]1[CH:38]=[CH:37][C:33]([C:34]([N:10]([CH2:11][C:12]2[CH:13]=[CH:14][C:15]([C:16]([O:18][CH3:19])=[O:17])=[CH:20][CH:21]=2)[C@H:7]([C:1]2[CH:2]=[CH:3][CH:4]=[CH:5][CH:6]=2)[CH2:8][CH3:9])=[O:35])=[CH:32][CH:31]=1. (2) Given the reactants II.[C:3]([O:7][C:8]([NH:10][C@@H:11]([C:14]([O:16]C)=O)[CH2:12]I)=[O:9])([CH3:6])([CH3:5])[CH3:4].C1(P(C2CCCCC2)C2C=CC=CC=2C2C(C(C)C)=CC(C(C)C)=CC=2C(C)C)CCCCC1.Br[C:53]1[CH:59]=[C:58]([O:60][C:61]2[CH:66]=[CH:65][CH:64]=[C:63]([O:67][CH3:68])[CH:62]=2)[CH:57]=[CH:56][C:54]=1[NH2:55], predict the reaction product. The product is: [CH3:68][O:67][C:63]1[CH:62]=[C:61]([CH:66]=[CH:65][CH:64]=1)[O:60][C:58]1[CH:57]=[C:56]2[C:54](=[CH:53][CH:59]=1)[NH:55][C:14](=[O:16])[C@H:11]([NH:10][C:8](=[O:9])[O:7][C:3]([CH3:4])([CH3:5])[CH3:6])[CH2:12]2. (3) Given the reactants [C:1]([CH2:3][C:4]([NH:6][CH2:7][CH2:8][CH:9]([NH:11][C:12](=[O:16])[CH2:13][C:14]#[N:15])[CH3:10])=[O:5])#[N:2].[OH:17][C:18]1[CH:19]=[C:20]([CH:23]=[CH:24][C:25]=1[OH:26])[CH:21]=O, predict the reaction product. The product is: [C:1]([C:3](=[CH:21][C:20]1[CH:23]=[CH:24][C:25]([OH:26])=[C:18]([OH:17])[CH:19]=1)[C:4]([NH:6][CH2:7][CH2:8][CH:9]([NH:11][C:12](=[O:16])[C:13]([C:14]#[N:15])=[CH:21][C:20]1[CH:23]=[CH:24][C:25]([OH:26])=[C:18]([OH:17])[CH:19]=1)[CH3:10])=[O:5])#[N:2]. (4) Given the reactants Br[C:2]1[CH:7]=[CH:6][C:5]([Br:8])=[CH:4][N:3]=1.[F:9][C:10]1[CH:15]=[CH:14][C:13]([CH2:16][SH:17])=[CH:12][CH:11]=1.[H-].[Na+], predict the reaction product. The product is: [Br:8][C:5]1[CH:6]=[CH:7][C:2]([S:17][CH2:16][C:13]2[CH:14]=[CH:15][C:10]([F:9])=[CH:11][CH:12]=2)=[N:3][CH:4]=1. (5) The product is: [O:23]=[CH:24][CH2:25][CH:26]1[CH2:27][CH2:28][N:29]([C:32]([O:34][C:35]([CH3:38])([CH3:37])[CH3:36])=[O:33])[CH2:30][CH2:31]1. Given the reactants CC(OI1(OC(C)=O)(OC(C)=O)OC(=O)C2C1=CC=CC=2)=O.[OH:23][CH2:24][CH2:25][CH:26]1[CH2:31][CH2:30][N:29]([C:32]([O:34][C:35]([CH3:38])([CH3:37])[CH3:36])=[O:33])[CH2:28][CH2:27]1.S([O-])([O-])(=O)=S.[Na+].[Na+], predict the reaction product. (6) Given the reactants [CH2:1]([O:3][C:4](=[O:22])[CH2:5][CH2:6][CH:7]([C:13]1[CH:18]=[CH:17][CH:16]=[CH:15][C:14]=1[N+:19]([O-])=O)[O:8][Si:9]([CH3:12])([CH3:11])[CH3:10])[CH3:2], predict the reaction product. The product is: [CH2:1]([O:3][C:4](=[O:22])[CH2:5][CH2:6][CH:7]([C:13]1[CH:18]=[CH:17][CH:16]=[CH:15][C:14]=1[NH2:19])[O:8][Si:9]([CH3:10])([CH3:11])[CH3:12])[CH3:2]. (7) Given the reactants [CH3:1][C:2]1([CH3:10])[O:7][CH2:6][CH:5]([CH2:8][OH:9])[CH2:4][O:3]1.[H-].[Na+].Cl[C:14]1[CH:19]=[CH:18][N+:17]([O-:20])=[C:16]([CH3:21])[C:15]=1[CH3:22], predict the reaction product. The product is: [CH3:1][C:2]1([CH3:10])[O:7][CH2:6][CH:5]([CH2:8][O:9][C:14]2[CH:19]=[CH:18][N+:17]([O-:20])=[C:16]([CH3:21])[C:15]=2[CH3:22])[CH2:4][O:3]1. (8) Given the reactants [CH3:1][N:2]([CH3:11])[C:3]1[CH:10]=[CH:9][C:6]([CH:7]=O)=[CH:5][CH:4]=1.[C:12]1([CH2:18][C:19]([NH2:21])=[O:20])[CH:17]=[CH:16][CH:15]=[CH:14][CH:13]=1.C[Si](Cl)(C)C, predict the reaction product. The product is: [CH3:1][N:2]([CH3:11])[C:3]1[CH:10]=[CH:9][C:6]([CH:7]([NH:21][C:19](=[O:20])[CH2:18][C:12]2[CH:17]=[CH:16][CH:15]=[CH:14][CH:13]=2)[NH:21][C:19](=[O:20])[CH2:18][C:12]2[CH:17]=[CH:16][CH:15]=[CH:14][CH:13]=2)=[CH:5][CH:4]=1. (9) Given the reactants [Cl:1][C:2]([Cl:17])([Cl:16])[CH2:3][O:4][C:5]([O:7][CH2:8][C:9]1[S:10][CH:11]=[C:12]([CH:14]=O)[N:13]=1)=[O:6].C1(P(C2C=CC=CC=2)(C2C=CC=CC=2)=[C:25]([CH3:28])[CH:26]=[O:27])C=CC=CC=1, predict the reaction product. The product is: [CH3:28][C:25](=[CH:14][C:12]1[N:13]=[C:9]([CH2:8][O:7][C:5]([O:4][CH2:3][C:2]([Cl:17])([Cl:16])[Cl:1])=[O:6])[S:10][CH:11]=1)[CH:26]=[O:27]. (10) Given the reactants [CH2:1]([O:3][C:4](=[O:23])[CH2:5][S:6]([C:9]1[CH:14]=[CH:13][C:12]([O:15][C:16]2[CH:21]=[CH:20][C:19]([Cl:22])=[CH:18][CH:17]=2)=[CH:11][CH:10]=1)(=[O:8])=[O:7])[CH3:2].Cl[CH2:25][CH2:26][N:27]([CH2:35][CH2:36]Cl)[CH2:28][C:29]1[CH:34]=[CH:33][CH:32]=[CH:31][CH:30]=1, predict the reaction product. The product is: [CH2:1]([O:3][C:4]([C:5]1([S:6]([C:9]2[CH:10]=[CH:11][C:12]([O:15][C:16]3[CH:21]=[CH:20][C:19]([Cl:22])=[CH:18][CH:17]=3)=[CH:13][CH:14]=2)(=[O:8])=[O:7])[CH2:25][CH2:26][N:27]([CH2:28][C:29]2[CH:34]=[CH:33][CH:32]=[CH:31][CH:30]=2)[CH2:35][CH2:36]1)=[O:23])[CH3:2].